From a dataset of Full USPTO retrosynthesis dataset with 1.9M reactions from patents (1976-2016). Predict the reactants needed to synthesize the given product. (1) The reactants are: [CH2:1]1[CH:6]2[CH2:7][C:8]3([NH2:11])[CH2:10][CH:4]([CH2:5]2)[CH2:3][CH:2]1[CH2:9]3.Br[CH2:13][CH:14]1[O:18][N:17]=[C:16]([C:19]2[CH:24]=[CH:23][CH:22]=[CH:21][CH:20]=2)[CH2:15]1. Given the product [C:19]1([C:16]2[CH2:15][CH:14]([CH2:13][NH:11][C:8]34[CH2:10][CH:4]5[CH2:5][CH:6]([CH2:1][CH:2]([CH2:3]5)[CH2:9]3)[CH2:7]4)[O:18][N:17]=2)[CH:20]=[CH:21][CH:22]=[CH:23][CH:24]=1, predict the reactants needed to synthesize it. (2) The reactants are: [CH2:1]1[C@H:5]2[CH2:6][NH:7][CH2:8][CH2:9][N:4]2[C:3](=[O:10])[O:2]1.Cl[C:12]1[C:21]2[C:16](=[CH:17][C:18]([Cl:22])=[CH:19][CH:20]=2)[CH:15]=[N:14][N:13]=1.C(N(CC)C(C)C)(C)C. Given the product [Cl:22][C:18]1[CH:17]=[C:16]2[C:21](=[CH:20][CH:19]=1)[C:12]([N:7]1[CH2:8][CH2:9][N:4]3[C:3](=[O:10])[O:2][CH2:1][C@H:5]3[CH2:6]1)=[N:13][N:14]=[CH:15]2, predict the reactants needed to synthesize it. (3) Given the product [F:37][C:15]1[CH:16]=[CH:17][C:18]([C:20](=[O:36])[NH:21][CH2:22][C:23]2[CH:28]=[CH:27][CH:26]=[CH:25][C:24]=2[N:29]2[CH2:30][CH2:31][N:32]([CH3:35])[CH2:33][CH2:34]2)=[CH:19][C:14]=1[NH:13][C:11]([C:8]1[N:5]2[CH:6]=[CH:7][C:2]([C:40]3[CH:39]=[N:38][CH:43]=[CH:42][CH:41]=3)=[CH:3][C:4]2=[N:10][CH:9]=1)=[O:12], predict the reactants needed to synthesize it. The reactants are: Br[C:2]1[CH:7]=[CH:6][N:5]2[C:8]([C:11]([NH:13][C:14]3[CH:19]=[C:18]([C:20](=[O:36])[NH:21][CH2:22][C:23]4[CH:28]=[CH:27][CH:26]=[CH:25][C:24]=4[N:29]4[CH2:34][CH2:33][N:32]([CH3:35])[CH2:31][CH2:30]4)[CH:17]=[CH:16][C:15]=3[F:37])=[O:12])=[CH:9][N:10]=[C:4]2[CH:3]=1.[N:38]1[CH:43]=[CH:42][CH:41]=[C:40](B(O)O)[CH:39]=1.C(N(CC)CC)C.C(=O)([O-])[O-].[Cs+].[Cs+].C(Cl)Cl.O1CCCOB1C1C=NC=CC=1. (4) Given the product [CH3:1][O:2][C:3](=[O:22])[C:4]1[C:5](=[CH:10][C:11]([O:14][C:15]2[CH:20]=[CH:19][CH:18]=[CH:17][C:16]=2[NH:21][C:28](=[O:29])[C:27]2[CH:31]=[CH:32][CH:33]=[C:25]([C:24]([F:23])([F:34])[F:35])[CH:26]=2)=[CH:12][CH:13]=1)[C:6]([O:8][CH3:9])=[O:7], predict the reactants needed to synthesize it. The reactants are: [CH3:1][O:2][C:3](=[O:22])[C:4]1[C:5](=[CH:10][C:11]([O:14][C:15]2[CH:20]=[CH:19][CH:18]=[CH:17][C:16]=2[NH2:21])=[CH:12][CH:13]=1)[C:6]([O:8][CH3:9])=[O:7].[F:23][C:24]([F:35])([F:34])[C:25]1[CH:26]=[C:27]([CH:31]=[CH:32][CH:33]=1)[C:28](Cl)=[O:29]. (5) Given the product [F:1][C:2]1[C:3]([CH3:25])=[C:4]([C:17]2[CH:22]=[CH:21][CH:20]=[C:19]([CH2:23][OH:24])[CH:18]=2)[C:5]([CH3:16])=[CH:6][C:7]=1[O:8][CH2:9][CH2:10][CH2:11][S:12]([CH3:15])(=[O:13])=[O:14], predict the reactants needed to synthesize it. The reactants are: [F:1][C:2]1[C:3]([CH3:25])=[C:4]([C:17]2[CH:22]=[CH:21][CH:20]=[C:19]([CH:23]=[O:24])[CH:18]=2)[C:5]([CH3:16])=[CH:6][C:7]=1[O:8][CH2:9][CH2:10][CH2:11][S:12]([CH3:15])(=[O:14])=[O:13].CO.[BH4-].[Na+].Cl.